Dataset: Reaction yield outcomes from USPTO patents with 853,638 reactions. Task: Predict the reaction yield, written as a fraction of the theoretical maximum amount of product (1.0 means a 100% yield; for example, 0.34 means a 34% yield). (1) The reactants are Br[C:2]1[CH:7]=[C:6]([CH3:8])[C:5]([Br:9])=[CH:4][N:3]=1.C([Li])CCC.[CH3:15][C:16]([CH3:18])=[O:17]. The catalyst is C1(C)C=CC=CC=1. The product is [Br:9][C:5]1[C:6]([CH3:8])=[CH:7][C:2]([C:16]([OH:17])([CH3:18])[CH3:15])=[N:3][CH:4]=1. The yield is 0.635. (2) The reactants are C([O:3][C:4]([CH2:6][N:7]([C:31]1[CH:36]=[CH:35][CH:34]=[C:33]([CH2:37][N:38]2[CH2:43][CH2:42][CH2:41][CH2:40][CH2:39]2)[CH:32]=1)[C:8](=[O:30])[CH2:9][CH2:10][N:11]1[CH2:15][CH2:14][N:13]([CH2:16][C:17]2[CH:22]=[C:21]([CH3:23])[CH:20]=[C:19]([CH3:24])[CH:18]=2)[C:12]1=[C:25]([C:28]#[N:29])[C:26]#[N:27])=[O:5])C.[OH-].[Li+].CO. The catalyst is O1CCCC1. The product is [C:4]([CH2:6][N:7]([C:31]1[CH:36]=[CH:35][CH:34]=[C:33]([CH2:37][N:38]2[CH2:43][CH2:42][CH2:41][CH2:40][CH2:39]2)[CH:32]=1)[C:8](=[O:30])[CH2:9][CH2:10][N:11]1[CH2:15][CH2:14][N:13]([CH2:16][C:17]2[CH:18]=[C:19]([CH3:24])[CH:20]=[C:21]([CH3:23])[CH:22]=2)[C:12]1=[C:25]([C:26]#[N:27])[C:28]#[N:29])([OH:5])=[O:3]. The yield is 0.600. (3) The reactants are Br.[Br:2][C:3]1[CH:7]=[N:6][N:5]2[CH2:8][CH2:9][NH:10][C:4]=12.[H-].[Na+].[C:13](O[C:13]([O:15][C:16]([CH3:19])([CH3:18])[CH3:17])=[O:14])([O:15][C:16]([CH3:19])([CH3:18])[CH3:17])=[O:14].O. The catalyst is ClCCl.CN(C)C1C=CN=CC=1. The product is [Br:2][C:3]1[CH:7]=[N:6][N:5]2[CH2:8][CH2:9][N:10]([C:13]([O:15][C:16]([CH3:19])([CH3:18])[CH3:17])=[O:14])[C:4]=12. The yield is 0.650. (4) The reactants are [F:1][C:2]1([F:26])[O:6][C:5]2[CH:7]=[CH:8][C:9]([C:11]3[CH:16]=[CH:15][C:14]([NH:17]C(=O)OC(C)(C)C)=[C:13]([F:25])[CH:12]=3)=[CH:10][C:4]=2[O:3]1.FC(F)(F)C(O)=O.ClCCl.B1([O-])OO1.[OH2:41].[OH2:42].O.O.[Na+]. The catalyst is C(O)(=O)C. The product is [F:1][C:2]1([F:26])[O:6][C:5]2[CH:7]=[CH:8][C:9]([C:11]3[CH:16]=[CH:15][C:14]([N+:17]([O-:42])=[O:41])=[C:13]([F:25])[CH:12]=3)=[CH:10][C:4]=2[O:3]1. The yield is 0.310. (5) The reactants are S(Cl)(Cl)=O.[C:5]1([C:11]2[CH:15]=[CH:14][S:13][C:12]=2C(O)=O)[CH:10]=[CH:9][CH:8]=[CH:7][CH:6]=1.C1[CH2:23][O:22]CC1.[N-:24]=[N+]=[N-].[Na+]. The catalyst is C1C=CC=CC=1.O. The product is [CH:15]1[C:11]2[C:5]3[CH:6]=[CH:7][CH:8]=[CH:9][C:10]=3[C:23](=[O:22])[NH:24][C:12]=2[S:13][CH:14]=1. The yield is 0.440. (6) The catalyst is O1CCOCC1.O.CCOC(C)=O.C1C=CC([P]([Pd]([P](C2C=CC=CC=2)(C2C=CC=CC=2)C2C=CC=CC=2)([P](C2C=CC=CC=2)(C2C=CC=CC=2)C2C=CC=CC=2)[P](C2C=CC=CC=2)(C2C=CC=CC=2)C2C=CC=CC=2)(C2C=CC=CC=2)C2C=CC=CC=2)=CC=1. The reactants are Br[C:2]1[CH:3]=[CH:4][C:5]2[O:6][CH2:7][C:8](=[O:12])[NH:9][C:10]=2[N:11]=1.[C:13]1(/[CH:19]=[CH:20]/B(O)O)[CH:18]=[CH:17][CH:16]=[CH:15][CH:14]=1.C(=O)([O-])[O-].[K+].[K+]. The yield is 0.380. The product is [CH:20](/[C:2]1[CH:3]=[CH:4][C:5]2[O:6][CH2:7][C:8](=[O:12])[NH:9][C:10]=2[N:11]=1)=[CH:19]\[C:13]1[CH:18]=[CH:17][CH:16]=[CH:15][CH:14]=1. (7) The reactants are Br[C:2]1[C:3]([NH:10][CH:11]2[CH2:15][CH2:14][CH2:13][CH2:12]2)=[N:4][C:5]([C:8]#[N:9])=[N:6][CH:7]=1.[C:16]1([CH2:22][CH2:23][C:24]#[CH:25])[CH:21]=[CH:20][CH:19]=[CH:18][CH:17]=1.C(N(CC)CC)C.[Cl-].[NH4+]. The catalyst is CN(C=O)C.Cl[Pd](Cl)([P](C1C=CC=CC=1)(C1C=CC=CC=1)C1C=CC=CC=1)[P](C1C=CC=CC=1)(C1C=CC=CC=1)C1C=CC=CC=1.[Cu]I. The product is [CH:11]1([NH:10][C:3]2[C:2]([C:25]#[C:24][CH2:23][CH2:22][C:16]3[CH:21]=[CH:20][CH:19]=[CH:18][CH:17]=3)=[CH:7][N:6]=[C:5]([C:8]#[N:9])[N:4]=2)[CH2:15][CH2:14][CH2:13][CH2:12]1. The yield is 0.899.